From a dataset of Reaction yield outcomes from USPTO patents with 853,638 reactions. Predict the reaction yield, written as a fraction of the theoretical maximum amount of product (1.0 means a 100% yield; for example, 0.34 means a 34% yield). The reactants are [C:1]([C:3]1[CH:8]=[CH:7][N:6]=[CH:5][CH:4]=1)#[N:2].[CH2:9]([O:11][C:12]1[CH:18]=[CH:17][C:15]([NH2:16])=[CH:14][CH:13]=1)[CH3:10]. No catalyst specified. The product is [CH2:9]([O:11][C:12]1[CH:18]=[CH:17][C:15]([NH:16][C:1]([C:3]2[CH:8]=[CH:7][N:6]=[CH:5][CH:4]=2)=[NH:2])=[CH:14][CH:13]=1)[CH3:10]. The yield is 0.893.